Dataset: Forward reaction prediction with 1.9M reactions from USPTO patents (1976-2016). Task: Predict the product of the given reaction. (1) Given the reactants [CH2:1]([NH:8][C:9]1[CH:14]=[CH:13][C:12]([NH2:15])=[CH:11][N:10]=1)[C:2]1[CH:7]=[CH:6][CH:5]=[CH:4][CH:3]=1.C(O[CH:19]=[C:20]([C:26]([O:28][CH2:29][CH3:30])=[O:27])[C:21]([O:23][CH2:24][CH3:25])=[O:22])C, predict the reaction product. The product is: [CH2:1]([NH:8][C:9]1[CH:14]=[CH:13][C:12]([NH:15][CH:19]=[C:20]([C:21]([O:23][CH2:24][CH3:25])=[O:22])[C:26]([O:28][CH2:29][CH3:30])=[O:27])=[CH:11][N:10]=1)[C:2]1[CH:3]=[CH:4][CH:5]=[CH:6][CH:7]=1. (2) Given the reactants [CH3:1][C:2]([O:5][C:6]([NH:8][C@H:9]([C:18]([OH:20])=[O:19])[CH2:10][C:11]1[CH:16]=[CH:15][C:14](Br)=[CH:13][CH:12]=1)=[O:7])([CH3:4])[CH3:3].[Cl:21][C:22]1[CH:23]=[C:24](B(O)O)[CH:25]=[CH:26][CH:27]=1, predict the reaction product. The product is: [C:2]([O:5][C:6]([NH:8][C@@H:9]([CH2:10][C:11]1[CH:16]=[CH:15][C:14]([C:26]2[CH:25]=[CH:24][CH:23]=[C:22]([Cl:21])[CH:27]=2)=[CH:13][CH:12]=1)[C:18]([OH:20])=[O:19])=[O:7])([CH3:4])([CH3:3])[CH3:1]. (3) Given the reactants [F:1][C:2]1[CH:7]=[CH:6][C:5]([N:8]2[CH:11]([C:12]3[CH:17]=[CH:16][C:15]([O:18]CC4C=CC=CC=4)=[CH:14][CH:13]=3)[CH:10]([CH2:26][CH2:27][Cl:28])[C:9]2=[O:29])=[CH:4][CH:3]=1.C1CCCCC=1, predict the reaction product. The product is: [F:1][C:2]1[CH:3]=[CH:4][C:5]([N:8]2[CH:11]([C:12]3[CH:17]=[CH:16][C:15]([OH:18])=[CH:14][CH:13]=3)[CH:10]([CH2:26][CH2:27][Cl:28])[C:9]2=[O:29])=[CH:6][CH:7]=1. (4) Given the reactants [CH3:1][O:2][C:3](=[O:23])[C:4]1[CH:9]=[C:8]([CH:10]2[CH2:14][CH2:13][CH2:12][O:11]2)[C:7]([C:15]([F:18])([F:17])[F:16])=[CH:6][C:5]=1[NH:19]C(=O)C.OS(O)(=O)=O, predict the reaction product. The product is: [CH3:1][O:2][C:3](=[O:23])[C:4]1[CH:9]=[C:8]([CH:10]2[CH2:14][CH2:13][CH2:12][O:11]2)[C:7]([C:15]([F:17])([F:18])[F:16])=[CH:6][C:5]=1[NH2:19].